This data is from Catalyst prediction with 721,799 reactions and 888 catalyst types from USPTO. The task is: Predict which catalyst facilitates the given reaction. (1) Reactant: [ClH:1].[NH2:2][C@@H:3]([CH3:14])[C:4]([O:6][CH2:7][C:8]1[CH:13]=[CH:12][CH:11]=[CH:10][CH:9]=1)=[O:5].[P:15](Cl)(Cl)(=[O:27])[O:16][C:17]1[C:26]2[C:21](=[CH:22][CH:23]=[CH:24][CH:25]=2)[CH:20]=[CH:19][CH:18]=1.C(N(CC)CC)C. Product: [Cl:1][C:18]1[CH:19]=[CH:20][C:21]2[C:26](=[CH:25][CH:24]=[CH:23][CH:22]=2)[C:17]=1[O:16][P:15](=[N:2][C@@H:3]([CH3:14])[C:4]([O:6][CH2:7][C:8]1[CH:13]=[CH:12][CH:11]=[CH:10][CH:9]=1)=[O:5])=[O:27]. The catalyst class is: 2. (2) Reactant: Cl[C:2]([O:4][CH2:5][CH:6]([CH3:8])[CH3:7])=[O:3].[CH3:9][C:10]1([CH3:32])[O:14][C:13](=[O:15])[N:12]([CH2:16][C:17]2[CH:22]=[CH:21][CH:20]=[CH:19][C:18]=2[NH:23][S:24]([C:27]([F:30])([F:29])[F:28])(=[O:26])=[O:25])[C:11]1=[O:31].C(=O)(O)[O-].[Na+].C(#N)C. Product: [CH2:5]([O:4][C:2]([N:23]([C:18]1[CH:19]=[CH:20][CH:21]=[CH:22][C:17]=1[CH2:16][N:12]1[C:11](=[O:31])[C:10]([CH3:32])([CH3:9])[O:14][C:13]1=[O:15])[S:24]([C:27]([F:28])([F:29])[F:30])(=[O:25])=[O:26])=[O:3])[CH:6]([CH3:8])[CH3:7]. The catalyst class is: 6. (3) The catalyst class is: 6. Product: [C:1]([C:3]1[CH:8]=[C:7]([O:9][CH2:10][CH:11]2[CH2:12][CH2:13][N:14]([CH2:17][C:18]([CH2:22][CH3:23])([F:21])[CH2:19][CH3:20])[CH2:15][CH2:16]2)[CH:6]=[CH:5][C:4]=1[C:24]1[CH:29]=[CH:28][C:27]([C:30]([OH:32])=[O:31])=[CH:26][CH:25]=1)#[N:2]. Reactant: [C:1]([C:3]1[CH:8]=[C:7]([O:9][CH2:10][CH:11]2[CH2:16][CH2:15][N:14]([CH2:17][C:18]([CH2:22][CH3:23])([F:21])[CH2:19][CH3:20])[CH2:13][CH2:12]2)[CH:6]=[CH:5][C:4]=1[C:24]1[CH:29]=[CH:28][C:27]([C:30]([O:32]C)=[O:31])=[CH:26][CH:25]=1)#[N:2].O[Li].O.